Dataset: Forward reaction prediction with 1.9M reactions from USPTO patents (1976-2016). Task: Predict the product of the given reaction. (1) Given the reactants [CH3:1][CH:2]1[NH:7][CH2:6][CH2:5][N:4]([C:8]2[CH:13]=[CH:12][C:11]([NH:14][C:15]([C:17]3[CH2:22][CH2:21][CH2:20][CH2:19][C:18]=3[C:23]3[CH:28]=[CH:27][C:26]([C:29]([F:32])([F:31])[F:30])=[CH:25][CH:24]=3)=[O:16])=[CH:10][CH:9]=2)[CH2:3]1.[CH:33]([C:35]1[CH:36]=[C:37]([CH:40]=[CH:41][CH:42]=1)[C:38]#[N:39])=O.C(O[BH-](OC(=O)C)OC(=O)C)(=O)C.[Na+], predict the reaction product. The product is: [C:38]([C:37]1[CH:36]=[C:35]([CH:42]=[CH:41][CH:40]=1)[CH2:33][N:7]1[CH2:6][CH2:5][N:4]([C:8]2[CH:13]=[CH:12][C:11]([NH:14][C:15]([C:17]3[CH2:22][CH2:21][CH2:20][CH2:19][C:18]=3[C:23]3[CH:28]=[CH:27][C:26]([C:29]([F:32])([F:30])[F:31])=[CH:25][CH:24]=3)=[O:16])=[CH:10][CH:9]=2)[CH2:3][CH:2]1[CH3:1])#[N:39]. (2) Given the reactants Cl.[C:2]([Si:6]([CH3:17])([CH3:16])[O:7][CH2:8][CH2:9][CH:10]1[CH2:15][CH2:14][NH:13][CH2:12][CH2:11]1)([CH3:5])([CH3:4])[CH3:3].C(N(CC)C(C)C)(C)C.[CH3:27][C:28]([O:31][C:32]([N:34]1C(C2C=CC(C#N)=CC=2)O1)=[O:33])([CH3:30])[CH3:29], predict the reaction product. The product is: [C:28]([O:31][C:32](=[O:33])[NH:34][N:13]1[CH2:14][CH2:15][CH:10]([CH2:9][CH2:8][O:7][Si:6]([C:2]([CH3:3])([CH3:5])[CH3:4])([CH3:17])[CH3:16])[CH2:11][CH2:12]1)([CH3:30])([CH3:29])[CH3:27].